The task is: Binary Classification. Given a miRNA mature sequence and a target amino acid sequence, predict their likelihood of interaction.. This data is from Experimentally validated miRNA-target interactions with 360,000+ pairs, plus equal number of negative samples. (1) The miRNA is mmu-miR-297a-5p with sequence AUGUAUGUGUGCAUGUGCAUGU. The protein sequence of the target gene is MGAQVRLPPGEPCREGYVLSLVCPNSSQAWCEITNVSQLLASPVLYTDLNYSINNLSISANVENKYSLYVGLVLAVSSSIFIGSSFILKKKGLLQLASKGFTRAGQGGHSYLKEWLWWVGLLSMGAGEAANFAAYAFAPATLVTPLGALSVLISAILSSYFLNEHLNIHGKIGCILSILGSTVMVIHAPQEEEVTSLHEMEMKLRDPGFISFAVIITVISLVLILIVAPKKGQTNILVYISICSLIGAFSVSSVKGLGIAIKELIEWKPVYKHPLVFVLLAVLVLSVTTQINYLNKALDT.... Result: 0 (no interaction). (2) The miRNA is mmu-miR-3470b with sequence UCACUCUGUAGACCAGGCUGG. The protein sequence of the target gene is MEEFGISPGQLVAVFWDKSSPEEALKKLVARLQELTGSEGQVFMENVTQLLQSSHKESSFDVILSGVVPGSTSLHSAEVLAEMARILRPGGCLFLKEPVETAEVNNDKMKTASKLCSALTLSGLVEIKELQREALSPEEVQSVQEHLGYHSDSLRSVRVTGKKPNFEVGSSSQLKLPNKKSSSVKPVVDPAAAKLWTLSANDMEDDSVDLIDSDELLDPEDLKRPDPASLKAPSCGEGKKRKACKNCTCGLAEELEREQSKAQSSQPKSACGNCYLGDAFRCANCPYLGMPAFKPGEQVL.... Result: 1 (interaction).